Dataset: Full USPTO retrosynthesis dataset with 1.9M reactions from patents (1976-2016). Task: Predict the reactants needed to synthesize the given product. (1) Given the product [F:24][C:8]1[C:7]2[O:6][C:5]3[C:14](=[CH:15][C:2]([C:31]4[C:26]([F:25])=[N:27][CH:28]=[CH:29][CH:30]=4)=[CH:3][CH:4]=3)[C:13]3([N:20]=[C:19]([NH2:21])[CH2:18][O:17][CH2:16]3)[C:12]=2[CH:11]=[C:10]([O:22][CH3:23])[CH:9]=1, predict the reactants needed to synthesize it. The reactants are: Br[C:2]1[CH:15]=[C:14]2[C:5]([O:6][C:7]3[C:8]([F:24])=[CH:9][C:10]([O:22][CH3:23])=[CH:11][C:12]=3[C:13]32[N:20]=[C:19]([NH2:21])[CH2:18][O:17][CH2:16]3)=[CH:4][CH:3]=1.[F:25][C:26]1[C:31](B(O)O)=[CH:30][CH:29]=[CH:28][N:27]=1.C(=O)([O-])[O-].[K+].[K+]. (2) Given the product [F:24][C:2]([F:1])([F:23])[C:3]1[CH:8]=[CH:7][CH:6]=[CH:5][C:4]=1[C:9]1[CH:14]=[CH:13][N:12]2[CH:15]=[N:16][C:17]([C:18]([OH:20])=[O:19])=[C:11]2[N:10]=1, predict the reactants needed to synthesize it. The reactants are: [F:1][C:2]([F:24])([F:23])[C:3]1[CH:8]=[CH:7][CH:6]=[CH:5][C:4]=1[C:9]1[CH:14]=[CH:13][N:12]2[CH:15]=[N:16][C:17]([C:18]([O:20]CC)=[O:19])=[C:11]2[N:10]=1.[OH-].[K+].CO. (3) The reactants are: Br[CH2:2][C:3]([N:5]1[C:13]2[C:8](=[CH:9][C:10]([O:17][CH3:18])=[C:11]([N+:14]([O-])=O)[CH:12]=2)[CH2:7][CH2:6]1)=[O:4].C([O-])([O-])=O.[K+].[K+].[NH:25]1[CH2:30][CH2:29][CH2:28][CH:27]([OH:31])[CH2:26]1. Given the product [NH2:14][C:11]1[CH:12]=[C:13]2[C:8]([CH2:7][CH2:6][N:5]2[C:3](=[O:4])[CH2:2][N:25]2[CH2:30][CH2:29][CH2:28][CH:27]([OH:31])[CH2:26]2)=[CH:9][C:10]=1[O:17][CH3:18], predict the reactants needed to synthesize it. (4) Given the product [CH3:1][O:2][C:3]([C:4]1[CH:9]=[C:8]2[CH:18]=[CH:17][NH:16][C:7]2=[N:6][CH:5]=1)=[O:20], predict the reactants needed to synthesize it. The reactants are: [CH3:1][O:2][C:3](=[O:20])[C:4]1[CH:9]=[C:8](C#C[Si](C)(C)C)[C:7]([NH:16][C:17](=O)[CH3:18])=[N:6][CH:5]=1.[F-].C([N+](CCCC)(CCCC)CCCC)CCC. (5) Given the product [Cl:1][C:2]1[S:6][C:5]([C:7]2([OH:18])[CH2:8][CH2:9][NH:10][CH2:11][CH2:12]2)=[CH:4][CH:3]=1, predict the reactants needed to synthesize it. The reactants are: [Cl:1][C:2]1[S:6][C:5]([C:7]2([OH:18])[CH2:12][CH2:11][N:10](C(OCC)=O)[CH2:9][CH2:8]2)=[CH:4][CH:3]=1.[OH-].[K+].